This data is from Reaction yield outcomes from USPTO patents with 853,638 reactions. The task is: Predict the reaction yield, written as a fraction of the theoretical maximum amount of product (1.0 means a 100% yield; for example, 0.34 means a 34% yield). (1) The reactants are [CH3:1][C:2]1[CH:7]=[C:6]([S:8][CH3:9])[CH:5]=[CH:4][C:3]=1B(O)O.Br[C:14]1[N:15]=[CH:16][C:17]([NH2:20])=[N:18][CH:19]=1.COCCOC.C([O-])([O-])=O.[Na+].[Na+]. The catalyst is Cl[Pd](Cl)([P](C1C=CC=CC=1)(C1C=CC=CC=1)C1C=CC=CC=1)[P](C1C=CC=CC=1)(C1C=CC=CC=1)C1C=CC=CC=1.O.C(Cl)Cl. The product is [CH3:1][C:2]1[CH:7]=[C:6]([S:8][CH3:9])[CH:5]=[CH:4][C:3]=1[C:14]1[N:15]=[CH:16][C:17]([NH2:20])=[N:18][CH:19]=1. The yield is 0.590. (2) The yield is 0.880. The catalyst is ClCCl. The product is [Cl:32][C:18]1[C:19]([NH:21][C:22]2[CH:31]=[CH:30][CH:29]=[CH:28][C:23]=2[C:24]([NH:26][CH3:27])=[O:25])=[N:20][C:15]([NH:14][C:4]2[CH:3]=[C:2]3[C:7](=[CH:6][CH:5]=2)[CH:8]2[CH2:12][CH2:13][CH:1]3[CH2:11][N:10]([S:41]([CH3:40])(=[O:43])=[O:42])[CH2:9]2)=[N:16][CH:17]=1. The reactants are [CH:1]12[CH2:13][CH2:12][CH:8]([CH2:9][NH:10][CH2:11]1)[C:7]1[C:2]2=[CH:3][C:4]([NH:14][C:15]2[N:20]=[C:19]([NH:21][C:22]3[CH:31]=[CH:30][CH:29]=[CH:28][C:23]=3[C:24]([NH:26][CH3:27])=[O:25])[C:18]([Cl:32])=[CH:17][N:16]=2)=[CH:5][CH:6]=1.C(N(CC)CC)C.[CH3:40][S:41](Cl)(=[O:43])=[O:42]. (3) The yield is 0.810. The reactants are [Br:1][C:2]1[CH:7]=[CH:6][CH:5]=[CH:4][C:3]=1[S:8](Cl)(=[O:10])=[O:9].[CH3:12][CH:13]1[CH2:18][NH:17][CH2:16][CH:15]([CH3:19])[NH:14]1.C(N(C(C)C)CC)(C)C. The product is [Br:1][C:2]1[CH:7]=[CH:6][CH:5]=[CH:4][C:3]=1[S:8]([N:17]1[CH2:16][CH:15]([CH3:19])[NH:14][CH:13]([CH3:12])[CH2:18]1)(=[O:10])=[O:9]. The catalyst is C(Cl)Cl. (4) The reactants are [F:1][C:2]1[CH:7]=[CH:6][C:5]([NH:8][CH2:9][CH:10]([CH3:12])[CH3:11])=[CH:4][CH:3]=1.N1C=CC=CC=1.[Cl:19][C:20]1[N:25]=[CH:24][C:23]([S:26](Cl)(=[O:28])=[O:27])=[CH:22][CH:21]=1.C([O-])(O)=O.[Na+]. The catalyst is C(Cl)Cl.O. The product is [F:1][C:2]1[CH:7]=[CH:6][C:5]([N:8]([CH2:9][CH:10]([CH3:12])[CH3:11])[S:26]([C:23]2[CH:24]=[N:25][C:20]([Cl:19])=[CH:21][CH:22]=2)(=[O:28])=[O:27])=[CH:4][CH:3]=1. The yield is 0.670. (5) The reactants are [C:1]([O:5][C:6]([NH:8][C@@H:9]([CH:13]1[CH2:18][CH2:17][CH2:16][CH2:15][CH2:14]1)[C:10]([OH:12])=O)=[O:7])([CH3:4])([CH3:3])[CH3:2].CN(C(ON1N=N[C:29]2[CH:30]=[CH:31][CH:32]=[CH:33][C:28]1=2)=[N+](C)C)C.F[P-](F)(F)(F)(F)F.C1C=CC2[N:51](O)[N:50]=[N:49][C:47]=2C=1.[CH:53]([N:56]([CH:59]([CH3:61])[CH3:60])CC)([CH3:55])C.CC([N:65](C)C)=O. The catalyst is C(Cl)Cl. The product is [C:1]([O:5][C:6](=[O:7])[NH:8][CH:9]([CH:13]1[CH2:18][CH2:17][CH2:16][CH2:15][CH2:14]1)[C:10]([N:56]1[CH2:53][CH2:55][CH2:61][C@H:59]1[C:60]1[N:51]=[N:50][N:49]([CH2:47][C:28]2[CH:29]=[CH:30][CH:31]=[CH:32][CH:33]=2)[N:65]=1)=[O:12])([CH3:2])([CH3:3])[CH3:4]. The yield is 0.920. (6) The catalyst is CN(C)C=O.CCO. The yield is 0.650. The reactants are [NH2:1][C:2]1[C:15]2[C:14](=[O:16])[C:13]3[C:8](=[CH:9][CH:10]=[CH:11][CH:12]=3)[C:7](=[O:17])[C:6]=2[CH:5]=[CH:4][C:3]=1[NH2:18].[Cl:19][CH2:20][C:21](Cl)=[O:22].C(OCC)(=O)C.CCCCCC. The product is [NH2:1][C:2]1[C:15]2[C:14](=[O:16])[C:13]3[C:8](=[CH:9][CH:10]=[CH:11][CH:12]=3)[C:7](=[O:17])[C:6]=2[CH:5]=[CH:4][C:3]=1[NH:18][C:21](=[O:22])[CH2:20][Cl:19]. (7) The reactants are [Cl:1][C:2]1[C:3]([CH2:14][C:15]#[N:16])=[C:4]([C:10]([Cl:13])=[CH:11][CH:12]=1)[C:5](OCC)=[O:6].[BH4-].[Na+]. The catalyst is C(O)C.O.O.O.O.O.O.[Co](Cl)Cl. The product is [Cl:1][C:2]1[CH:12]=[CH:11][C:10]([Cl:13])=[C:4]2[C:3]=1[CH2:14][CH2:15][NH:16][C:5]2=[O:6]. The yield is 0.390. (8) The reactants are [CH3:1][O:2][C:3]1[CH:4]=[C:5]([CH:7]=[CH:8][CH:9]=1)[NH2:6].[C:10](OC(=O)C)(=[O:12])[CH3:11]. The catalyst is O1CCCC1. The product is [CH3:11][C:10]([NH:6][C:5]1[CH:7]=[CH:8][CH:9]=[C:3]([O:2][CH3:1])[CH:4]=1)=[O:12]. The yield is 0.990. (9) The reactants are Br[C:2]1[CH:3]=[C:4]([NH:8][C:9](=[O:11])[CH3:10])[CH:5]=[N:6][CH:7]=1.C([Sn](CCCC)(CCCC)[C:17]([O:19][CH2:20][CH3:21])=[CH2:18])CCC. The catalyst is CN(C=O)C.[F-].[K+].Cl[Pd](Cl)([P](C1C=CC=CC=1)(C1C=CC=CC=1)C1C=CC=CC=1)[P](C1C=CC=CC=1)(C1C=CC=CC=1)C1C=CC=CC=1. The product is [CH2:20]([O:19][C:17]([C:2]1[CH:3]=[C:4]([NH:8][C:9](=[O:11])[CH3:10])[CH:5]=[N:6][CH:7]=1)=[CH2:18])[CH3:21]. The yield is 1.00. (10) The reactants are Br[C:2]1C=C[C:5](C)=[N:6][CH:7]=1.[Li][CH2:10][CH2:11][CH2:12][CH3:13].CN(C=[O:18])C.O. The catalyst is C1COCC1.CCOC(C)=O. The product is [CH3:13][C:12]1[CH:11]=[CH:10][C:7]([CH:2]=[O:18])=[N:6][CH:5]=1. The yield is 0.450.